From a dataset of Forward reaction prediction with 1.9M reactions from USPTO patents (1976-2016). Predict the product of the given reaction. (1) Given the reactants [CH2:1]([O:3][C:4]1[CH:5]=[C:6]([CH:12]=[CH:13][C:14]=1[N+:15]([O-])=O)[C:7]([NH:9][CH2:10][CH3:11])=[O:8])[CH3:2], predict the reaction product. The product is: [NH2:15][C:14]1[CH:13]=[CH:12][C:6]([C:7]([NH:9][CH2:10][CH3:11])=[O:8])=[CH:5][C:4]=1[O:3][CH2:1][CH3:2]. (2) Given the reactants [CH3:1][CH:2]([C:4]([O:6][C:7]1[CH:8]=[CH:9][C:10]([CH2:29][OH:30])=[CH:11][C:12]=1[C@@H:13]([C:23]1[CH:24]=[CH:25][CH:26]=[CH:27][CH:28]=1)[CH2:14][CH2:15][N:16]([CH:20]([CH3:22])[CH3:21])[CH:17]([CH3:19])[CH3:18])=[O:5])[CH3:3].C([O-])(=O)C(C1C=CC=CC=1)O.C(=O)(O)[O-].[Na+], predict the reaction product. The product is: [CH3:3][CH:2]([C:4]([O:6][C:7]1[CH:8]=[CH:9][C:10]([CH2:29][OH:30])=[CH:11][C:12]=1[C@@H:13]([C:23]1[CH:28]=[CH:27][CH:26]=[CH:25][CH:24]=1)[CH2:14][CH2:15][N:16]([CH:20]([CH3:21])[CH3:22])[CH:17]([CH3:18])[CH3:19])=[O:5])[CH3:1].